Dataset: Full USPTO retrosynthesis dataset with 1.9M reactions from patents (1976-2016). Task: Predict the reactants needed to synthesize the given product. (1) Given the product [C:1]([O:5][C:6]([NH:8][CH2:9][C@H:10]1[CH2:15][CH2:14][C@H:13]([C:16]([NH:18][C@H:19]([C:38](=[O:51])[NH:39][C:40]2[CH:45]=[CH:44][C:43]([C:46]3[N:47]=[N:48][NH:49][N:50]=3)=[CH:42][CH:41]=2)[CH2:20][C:21]2[CH:26]=[CH:25][C:24]([C:27]3[C:32]([CH3:33])=[CH:31][CH:30]=[C:29]([C:34]([OH:36])=[O:35])[CH:28]=3)=[CH:23][CH:22]=2)=[O:17])[CH2:12][CH2:11]1)=[O:7])([CH3:4])([CH3:2])[CH3:3], predict the reactants needed to synthesize it. The reactants are: [C:1]([O:5][C:6]([NH:8][CH2:9][C@H:10]1[CH2:15][CH2:14][C@H:13]([C:16]([NH:18][C@H:19]([C:38](=[O:51])[NH:39][C:40]2[CH:45]=[CH:44][C:43]([C:46]3[N:47]=[N:48][NH:49][N:50]=3)=[CH:42][CH:41]=2)[CH2:20][C:21]2[CH:26]=[CH:25][C:24]([C:27]3[C:32]([CH3:33])=[CH:31][CH:30]=[C:29]([C:34]([O:36]C)=[O:35])[CH:28]=3)=[CH:23][CH:22]=2)=[O:17])[CH2:12][CH2:11]1)=[O:7])([CH3:4])([CH3:3])[CH3:2].O.[OH-].[Li+]. (2) The reactants are: [Cl:1][C:2]1[CH:7]=[CH:6][CH:5]=[C:4]([O:8][CH3:9])[C:3]=1[C:10]1[CH:21]=[C:20]2[C:16]([CH:17]=[CH:18][N:19]2[CH3:22])=[C:15]2[C:11]=1[C:12](=[O:24])[NH:13][C:14]2=[O:23].[Br:25]Br. Given the product [Br:25][C:17]1[C:16]2[C:20](=[CH:21][C:10]([C:3]3[C:4]([O:8][CH3:9])=[CH:5][CH:6]=[CH:7][C:2]=3[Cl:1])=[C:11]3[C:15]=2[C:14](=[O:23])[NH:13][C:12]3=[O:24])[N:19]([CH3:22])[CH:18]=1, predict the reactants needed to synthesize it. (3) Given the product [F:22][C:23]1[C:28]([F:29])=[CH:27][CH:26]=[CH:25][C:24]=1[C:30]1[CH:38]=[CH:37][CH:36]=[C:35]2[C:31]=1[C:32](=[CH:20][C:3]1[NH:4][C:5]3[CH2:10][CH2:9][N:8]([CH2:11][CH2:12][N:13]4[CH2:14][CH2:15][O:16][CH2:17][CH2:18]4)[C:7](=[O:19])[C:6]=3[C:2]=1[CH3:1])[C:33](=[O:39])[NH:34]2, predict the reactants needed to synthesize it. The reactants are: [CH3:1][C:2]1[C:6]2[C:7](=[O:19])[N:8]([CH2:11][CH2:12][N:13]3[CH2:18][CH2:17][O:16][CH2:15][CH2:14]3)[CH2:9][CH2:10][C:5]=2[NH:4][C:3]=1[CH:20]=O.[F:22][C:23]1[C:28]([F:29])=[CH:27][CH:26]=[CH:25][C:24]=1[C:30]1[CH:38]=[CH:37][CH:36]=[C:35]2[C:31]=1[CH2:32][C:33](=[O:39])[NH:34]2. (4) Given the product [CH2:1]([C:3]1[NH:7][C:6]([C:8]([NH:10][C@H:11]2[CH2:16][CH2:15][N:14]([C:17]3[CH:18]=[C:19]([CH:27]=[CH:28][CH:29]=3)[C:20]([OH:22])=[O:21])[CH2:13][C@H:12]2[O:30][CH2:31][CH3:32])=[O:9])=[N:5][C:4]=1[C:33]([F:35])([F:36])[F:34])[CH3:2], predict the reactants needed to synthesize it. The reactants are: [CH2:1]([C:3]1[NH:7][C:6]([C:8]([NH:10][C@H:11]2[CH2:16][CH2:15][N:14]([C:17]3[CH:18]=[C:19]([CH:27]=[CH:28][CH:29]=3)[C:20]([O:22]C(C)(C)C)=[O:21])[CH2:13][C@H:12]2[O:30][CH2:31][CH3:32])=[O:9])=[N:5][C:4]=1[C:33]([F:36])([F:35])[F:34])[CH3:2].FC(F)(F)C(O)=O. (5) Given the product [NH2:20][C:21]1[CH:25]=[CH:24][S:23][C:22]=1[C:26]([NH:4][C:3]1[C:5]([CH3:15])=[CH:6][C:7]([CH3:14])=[C:8]([N:9]2[CH2:13][CH2:12][CH2:11][CH2:10]2)[C:2]=1[CH3:1])=[O:27], predict the reactants needed to synthesize it. The reactants are: [CH3:1][C:2]1[C:8]([N:9]2[CH2:13][CH2:12][CH2:11][CH2:10]2)=[C:7]([CH3:14])[CH:6]=[C:5]([CH3:15])[C:3]=1[NH2:4].C[Al](C)C.[NH2:20][C:21]1[CH:25]=[CH:24][S:23][C:22]=1[C:26](OC)=[O:27].Cl. (6) Given the product [OH:22][N:21]=[C:18]([C:15]1[CH:16]=[CH:17][C:11]2[O:10][C:9]([CH2:8][CH2:7][N:3]3[CH2:4][CH2:5][CH2:6][C@H:2]3[CH3:1])=[CH:13][C:12]=2[CH:14]=1)[NH2:19], predict the reactants needed to synthesize it. The reactants are: [CH3:1][C@@H:2]1[CH2:6][CH2:5][CH2:4][N:3]1[CH2:7][CH2:8][C:9]1[O:10][C:11]2[CH:17]=[CH:16][C:15]([C:18]#[N:19])=[CH:14][C:12]=2[CH:13]=1.Cl.[NH2:21][OH:22].C(=O)([O-])[O-].[K+].[K+]. (7) Given the product [C:1]([Cl:25])(=[O:22])[CH2:2][CH:3]([CH2:5][CH2:6][CH2:7][CH:8]([CH2:10][CH2:11][CH2:12][CH:13]([CH2:15][CH2:16][CH2:17][CH:18]([CH3:20])[CH3:19])[CH3:14])[CH3:9])[CH3:4], predict the reactants needed to synthesize it. The reactants are: [C:1]([OH:22])(=O)[CH2:2][CH:3]([CH2:5][CH2:6][CH2:7][CH:8]([CH2:10][CH2:11][CH2:12][CH:13]([CH2:15][CH2:16][CH2:17][CH:18]([CH3:20])[CH3:19])[CH3:14])[CH3:9])[CH3:4].S(Cl)([Cl:25])=O. (8) Given the product [N+:24]([C:21]1[CH:22]=[CH:23][C:18]([O:1][C:2]2[CH:7]=[CH:6][C:5]([B:8]([OH:10])[OH:9])=[CH:4][CH:3]=2)=[CH:19][CH:20]=1)([O-:26])=[O:25], predict the reactants needed to synthesize it. The reactants are: [OH:1][C:2]1[CH:7]=[CH:6][C:5]([B:8]([OH:10])[OH:9])=[CH:4][CH:3]=1.C(=O)([O-])[O-].[K+].[K+].F[C:18]1[CH:23]=[CH:22][C:21]([N+:24]([O-:26])=[O:25])=[CH:20][CH:19]=1.Cl. (9) Given the product [Cl:8][C:9]1[CH:14]=[CH:13][C:12]([O:15][CH2:2][C:3]([O:5][CH2:6][CH3:7])=[O:4])=[C:11]([O:16][CH3:17])[CH:10]=1, predict the reactants needed to synthesize it. The reactants are: Br[CH2:2][C:3]([O:5][CH2:6][CH3:7])=[O:4].[Cl:8][C:9]1[CH:14]=[CH:13][C:12]([OH:15])=[C:11]([O:16][CH3:17])[CH:10]=1.